Dataset: NCI-60 drug combinations with 297,098 pairs across 59 cell lines. Task: Regression. Given two drug SMILES strings and cell line genomic features, predict the synergy score measuring deviation from expected non-interaction effect. (1) Synergy scores: CSS=41.5, Synergy_ZIP=-4.56, Synergy_Bliss=-7.68, Synergy_Loewe=-13.4, Synergy_HSA=-4.73. Drug 1: COC1=C(C=C2C(=C1)N=CN=C2NC3=CC(=C(C=C3)F)Cl)OCCCN4CCOCC4. Drug 2: C1C(C(OC1N2C=C(C(=O)NC2=O)F)CO)O. Cell line: SF-539. (2) Drug 1: CCN(CC)CCNC(=O)C1=C(NC(=C1C)C=C2C3=C(C=CC(=C3)F)NC2=O)C. Drug 2: COCCOC1=C(C=C2C(=C1)C(=NC=N2)NC3=CC=CC(=C3)C#C)OCCOC.Cl. Cell line: CCRF-CEM. Synergy scores: CSS=-0.514, Synergy_ZIP=1.92, Synergy_Bliss=1.91, Synergy_Loewe=3.45, Synergy_HSA=-1.34. (3) Drug 1: COC1=C2C(=CC3=C1OC=C3)C=CC(=O)O2. Drug 2: C(CN)CNCCSP(=O)(O)O. Cell line: ACHN. Synergy scores: CSS=-1.53, Synergy_ZIP=9.59, Synergy_Bliss=5.30, Synergy_Loewe=-6.73, Synergy_HSA=-6.38. (4) Drug 2: CC1=C(C(=O)C2=C(C1=O)N3CC4C(C3(C2COC(=O)N)OC)N4)N. Synergy scores: CSS=53.6, Synergy_ZIP=0.575, Synergy_Bliss=0.495, Synergy_Loewe=-33.5, Synergy_HSA=-0.983. Drug 1: CCC(=C(C1=CC=CC=C1)C2=CC=C(C=C2)OCCN(C)C)C3=CC=CC=C3.C(C(=O)O)C(CC(=O)O)(C(=O)O)O. Cell line: SR. (5) Drug 1: CCN(CC)CCCC(C)NC1=C2C=C(C=CC2=NC3=C1C=CC(=C3)Cl)OC. Drug 2: CC(C)NC(=O)C1=CC=C(C=C1)CNNC.Cl. Cell line: TK-10. Synergy scores: CSS=17.9, Synergy_ZIP=2.68, Synergy_Bliss=7.25, Synergy_Loewe=3.12, Synergy_HSA=6.58. (6) Drug 1: CC1=CC2C(CCC3(C2CCC3(C(=O)C)OC(=O)C)C)C4(C1=CC(=O)CC4)C. Drug 2: N.N.Cl[Pt+2]Cl. Cell line: OVCAR-8. Synergy scores: CSS=-4.67, Synergy_ZIP=1.25, Synergy_Bliss=-0.854, Synergy_Loewe=-2.63, Synergy_HSA=-2.29.